This data is from Forward reaction prediction with 1.9M reactions from USPTO patents (1976-2016). The task is: Predict the product of the given reaction. (1) Given the reactants [CH2:1]([O:3][C:4](=[O:30])[C:5]([C:10](=[O:29])[C:11]1[CH:16]=[C:15]([CH2:17][C:18]2[CH:23]=[CH:22][CH:21]=[C:20]([Cl:24])[C:19]=2[F:25])[C:14]([O:26][CH3:27])=[CH:13][C:12]=1[F:28])=[CH:6]N(C)C)[CH3:2].[NH2:31][C@@H:32]([CH:35]([CH3:37])[CH3:36])[CH2:33][OH:34].Cl, predict the reaction product. The product is: [CH2:1]([O:3][C:4](=[O:30])[C:5]([C:10](=[O:29])[C:11]1[CH:16]=[C:15]([CH2:17][C:18]2[CH:23]=[CH:22][CH:21]=[C:20]([Cl:24])[C:19]=2[F:25])[C:14]([O:26][CH3:27])=[CH:13][C:12]=1[F:28])=[CH:6][NH:31][C@H:32]([CH2:33][OH:34])[CH:35]([CH3:37])[CH3:36])[CH3:2]. (2) The product is: [C:1]([C:5]1[S:6][C:7]([C:20]2[CH:25]=[CH:24][N:23]=[C:22]([Cl:26])[N:21]=2)=[C:8]([C:10]2[C:11]([F:19])=[C:12]([CH:13]=[CH:14][CH:15]=2)[NH2:16])[N:9]=1)([CH3:4])([CH3:2])[CH3:3]. Given the reactants [C:1]([C:5]1[S:6][C:7]([C:20]2[CH:25]=[CH:24][N:23]=[C:22]([Cl:26])[N:21]=2)=[C:8]([C:10]2[CH:15]=[CH:14][CH:13]=[C:12]([N+:16]([O-])=O)[C:11]=2[F:19])[N:9]=1)([CH3:4])([CH3:3])[CH3:2], predict the reaction product. (3) Given the reactants N1[C:5]2[CH:6]=[CH:7][CH:8]=[CH:9][C:4]=2[N:3]=N1.[Br:10][C:11]1[CH:17]=[CH:16][C:14]([NH2:15])=[CH:13][CH:12]=1.[CH:18](=[O:22])CCC.C(NC=O)=C, predict the reaction product. The product is: [Br:10][C:11]1[CH:17]=[C:16]2[C:14](=[CH:13][CH:12]=1)[NH:15][C@@H:6]([CH2:7][CH2:8][CH3:9])[CH2:5][C@H:4]2[NH:3][CH:18]=[O:22]. (4) Given the reactants O1CCCC1.[CH:6]1([N:12]2[CH2:17][CH2:16][N:15]([CH:18]([C:32]3[CH:37]=[CH:36][C:35]([O:38][CH3:39])=[CH:34][CH:33]=3)[CH2:19][NH:20][C:21](=O)[CH2:22][C:23]3[CH:28]=[C:27]([CH3:29])[CH:26]=[C:25]([CH3:30])[CH:24]=3)[CH2:14][CH2:13]2)[CH2:11][CH2:10][CH2:9][CH2:8][CH2:7]1, predict the reaction product. The product is: [CH:6]1([N:12]2[CH2:13][CH2:14][N:15]([CH:18]([C:32]3[CH:37]=[CH:36][C:35]([O:38][CH3:39])=[CH:34][CH:33]=3)[CH2:19][NH:20][CH2:21][CH2:22][C:23]3[CH:28]=[C:27]([CH3:29])[CH:26]=[C:25]([CH3:30])[CH:24]=3)[CH2:16][CH2:17]2)[CH2:11][CH2:10][CH2:9][CH2:8][CH2:7]1. (5) Given the reactants [CH3:1][O:2][C:3](=[O:13])[C:4]1[CH:9]=[CH:8][C:7]([NH2:10])=[C:6]([O:11][CH3:12])[CH:5]=1.CCN(CC)CC.[Cl:21][C:22]1[CH:30]=[CH:29][C:28]([F:31])=[CH:27][C:23]=1[C:24](Cl)=[O:25], predict the reaction product. The product is: [CH3:1][O:2][C:3](=[O:13])[C:4]1[CH:9]=[CH:8][C:7]([NH:10][C:24](=[O:25])[C:23]2[CH:27]=[C:28]([F:31])[CH:29]=[CH:30][C:22]=2[Cl:21])=[C:6]([O:11][CH3:12])[CH:5]=1. (6) Given the reactants [F:1][C:2]1[CH:7]=[C:6]([F:8])[CH:5]=[CH:4][C:3]=1[NH:9][C:10](=[O:20])[C:11]1[CH:16]=[CH:15][C:14]([O:17][CH3:18])=[CH:13][C:12]=1[OH:19].[C:21](=O)([O-])[O-].[K+].[K+].IC, predict the reaction product. The product is: [F:1][C:2]1[CH:7]=[C:6]([F:8])[CH:5]=[CH:4][C:3]=1[NH:9][C:10](=[O:20])[C:11]1[CH:16]=[CH:15][C:14]([O:17][CH3:18])=[CH:13][C:12]=1[O:19][CH3:21]. (7) Given the reactants [CH:1]1([NH2:4])[CH2:3][CH2:2]1.C(O[BH-](OC(=O)C)OC(=O)C)(=O)C.[Na+].O=[C:20]1[CH2:25][CH2:24][N:23]([C:26]([O:28][CH2:29][C:30]2[CH:35]=[CH:34][CH:33]=[CH:32][CH:31]=2)=[O:27])[CH2:22][CH2:21]1, predict the reaction product. The product is: [CH:1]1([NH:4][CH:20]2[CH2:25][CH2:24][N:23]([C:26]([O:28][CH2:29][C:30]3[CH:31]=[CH:32][CH:33]=[CH:34][CH:35]=3)=[O:27])[CH2:22][CH2:21]2)[CH2:3][CH2:2]1.